Predict the reaction yield, written as a fraction of the theoretical maximum amount of product (1.0 means a 100% yield; for example, 0.34 means a 34% yield). From a dataset of Reaction yield outcomes from USPTO patents with 853,638 reactions. The reactants are [O:1]1[C:5]2[CH:6]=[CH:7][C:8]([C:10]3([C:13]([OH:15])=O)[CH2:12][CH2:11]3)=[CH:9][C:4]=2[O:3][CH2:2]1.CN(C)C=O.C(N(CC)CC)C.[NH2:28][C:29]1[CH:30]=[C:31]2[C:35](=[CH:36][CH:37]=1)[NH:34][C:33]([C:38]([O:40][CH2:41][CH3:42])=[O:39])=[CH:32]2. The catalyst is S(Cl)(Cl)=O.ClCCl. The product is [O:1]1[C:5]2[CH:6]=[CH:7][C:8]([C:10]3([C:13]([NH:28][C:29]4[CH:30]=[C:31]5[C:35](=[CH:36][CH:37]=4)[NH:34][C:33]([C:38]([O:40][CH2:41][CH3:42])=[O:39])=[CH:32]5)=[O:15])[CH2:11][CH2:12]3)=[CH:9][C:4]=2[O:3][CH2:2]1. The yield is 0.880.